This data is from Full USPTO retrosynthesis dataset with 1.9M reactions from patents (1976-2016). The task is: Predict the reactants needed to synthesize the given product. (1) The reactants are: [C:1]([C:3]1[CH:11]=[CH:10][CH:9]=[C:8]2[C:4]=1[CH2:5][CH2:6][C@H:7]2[NH:12][C:13](=[O:19])[O:14][C:15]([CH3:18])([CH3:17])[CH3:16])#[N:2].[H-].[Na+].Br[CH2:23][CH2:24][O:25][Si:26]([C:29]([CH3:32])([CH3:31])[CH3:30])([CH3:28])[CH3:27]. Given the product [Si:26]([O:25][CH2:24][CH2:23][N:12]([C@H:7]1[C:8]2[C:4](=[C:3]([C:1]#[N:2])[CH:11]=[CH:10][CH:9]=2)[CH2:5][CH2:6]1)[C:13](=[O:19])[O:14][C:15]([CH3:16])([CH3:18])[CH3:17])([C:29]([CH3:32])([CH3:31])[CH3:30])([CH3:28])[CH3:27], predict the reactants needed to synthesize it. (2) Given the product [CH3:23][C:17]1[CH:18]=[C:19]([CH3:22])[CH:20]=[CH:21][C:16]=1[N:13]1[CH2:14][CH2:15][N:10]([C:8]([C:5]2[CH:6]=[CH:7][C:2]([N:1]3[CH2:29][CH2:30][CH2:31][S:32]3(=[O:34])=[O:33])=[CH:3][C:4]=2[C:24]([F:27])([F:26])[F:25])=[O:9])[CH2:11][CH2:12]1, predict the reactants needed to synthesize it. The reactants are: [NH2:1][C:2]1[CH:7]=[CH:6][C:5]([C:8]([N:10]2[CH2:15][CH2:14][N:13]([C:16]3[CH:21]=[CH:20][C:19]([CH3:22])=[CH:18][C:17]=3[CH3:23])[CH2:12][CH2:11]2)=[O:9])=[C:4]([C:24]([F:27])([F:26])[F:25])[CH:3]=1.Cl[CH2:29][CH2:30][CH2:31][S:32](Cl)(=[O:34])=[O:33]. (3) Given the product [Cl:5][C:6]1[CH:7]=[C:8]([C:13]2[N:17]([C:1](=[O:3])[CH3:2])[C:16]([C:18]([F:21])([F:19])[F:20])=[N:15][C:14]=2[C:22]2[CH:23]=[CH:24][C:25]([S:28]([CH3:31])(=[O:29])=[O:30])=[CH:26][CH:27]=2)[CH:9]=[C:10]([CH3:12])[CH:11]=1, predict the reactants needed to synthesize it. The reactants are: [C:1](Cl)(=[O:3])[CH3:2].[Cl:5][C:6]1[CH:7]=[C:8]([C:13]2[NH:17][C:16]([C:18]([F:21])([F:20])[F:19])=[N:15][C:14]=2[C:22]2[CH:27]=[CH:26][C:25]([S:28]([CH3:31])(=[O:30])=[O:29])=[CH:24][CH:23]=2)[CH:9]=[C:10]([CH3:12])[CH:11]=1.C(N(CC)CC)C. (4) Given the product [N:7]1[CH:8]=[CH:9][CH:10]=[CH:11][C:6]=1[C:4]1[N:3]=[C:2]([C:17](=[O:35])[CH2:18][CH2:19][CH2:20][CH2:21][CH2:22][CH2:23][CH2:24][CH:25]=[CH:26][CH2:27][CH2:28][CH2:29][CH2:30][CH2:31][CH2:32][CH2:33][CH3:34])[O:1][CH:5]=1, predict the reactants needed to synthesize it. The reactants are: [O:1]1[CH:5]=[C:4]([C:6]2[CH:11]=[CH:10][CH:9]=[CH:8][N:7]=2)[N:3]=[CH:2]1.[Li]CCCC.[C:17](O)(=[O:35])[CH2:18][CH2:19][CH2:20][CH2:21][CH2:22][CH2:23][CH2:24]/[CH:25]=[CH:26]\[CH2:27][CH2:28][CH2:29][CH2:30][CH2:31][CH2:32][CH2:33][CH3:34].C(Cl)(=O)C(Cl)=O. (5) Given the product [Cl:1][C:2]1[N:7]=[C:6]([C:8]2[C:9]([C:10]3[CH:11]=[CH:12][C:13]([F:23])=[C:14]([NH:16][C:17](=[O:22])[C:18]([F:19])([F:20])[F:21])[CH:15]=3)=[N:25][N:26]3[CH:31]=[CH:30][CH:29]=[CH:28][C:27]=23)[CH:5]=[CH:4][N:3]=1, predict the reactants needed to synthesize it. The reactants are: [Cl:1][C:2]1[N:7]=[C:6]([C:8]#[C:9][C:10]2[CH:11]=[CH:12][C:13]([F:23])=[C:14]([NH:16][C:17](=[O:22])[C:18]([F:21])([F:20])[F:19])[CH:15]=2)[CH:5]=[CH:4][N:3]=1.[I-].[NH2:25][N+:26]1[CH:31]=[CH:30][CH:29]=[CH:28][CH:27]=1.C([O-])([O-])=O.[K+].[K+]. (6) Given the product [C:10]([CH2:9][CH2:8][NH:7][C:5](=[O:6])[C:4]1[CH:13]=[CH:14][CH:15]=[C:2]([NH:1][C:21]([NH:34][N:33]=[C:35]([C:37]2[C:41]([OH:42])=[C:40]([C:43]3[CH:44]=[CH:45][C:46]([C:49]([F:52])([F:51])[F:50])=[CH:47][CH:48]=3)[N:39]([CH3:53])[N:38]=2)[CH3:36])=[S:22])[CH:3]=1)(=[O:12])[NH2:11], predict the reactants needed to synthesize it. The reactants are: [NH2:1][C:2]1[CH:3]=[C:4]([CH:13]=[CH:14][CH:15]=1)[C:5]([NH:7][CH2:8][CH2:9][C:10](=[O:12])[NH2:11])=[O:6].CN(C)C=O.[C:21](N1C=CN=C1)(N1C=CN=C1)=[S:22].[N:33](=[C:35]([C:37]1[C:41]([OH:42])=[C:40]([C:43]2[CH:48]=[CH:47][C:46]([C:49]([F:52])([F:51])[F:50])=[CH:45][CH:44]=2)[N:39]([CH3:53])[N:38]=1)[CH3:36])[NH2:34].